From a dataset of Forward reaction prediction with 1.9M reactions from USPTO patents (1976-2016). Predict the product of the given reaction. (1) Given the reactants Cl.[F:2][C:3]1[CH:8]=[CH:7][C:6]([CH:9]([OH:23])[CH:10]([NH2:22])[CH2:11][C:12]2[CH:17]=[CH:16][C:15]([C:18]([F:21])([F:20])[F:19])=[CH:14][CH:13]=2)=[CH:5][CH:4]=1.C(N(CC)CC)C.[F:31][C:32]([F:43])([F:42])[C:33]1[CH:38]=[CH:37][C:36]([N:39]=[C:40]=[O:41])=[CH:35][CH:34]=1, predict the reaction product. The product is: [F:2][C:3]1[CH:4]=[CH:5][C:6]([CH:9]([OH:23])[CH:10]([NH:22][C:40]([NH:39][C:36]2[CH:35]=[CH:34][C:33]([C:32]([F:31])([F:42])[F:43])=[CH:38][CH:37]=2)=[O:41])[CH2:11][C:12]2[CH:17]=[CH:16][C:15]([C:18]([F:21])([F:20])[F:19])=[CH:14][CH:13]=2)=[CH:7][CH:8]=1. (2) Given the reactants COC1C2C(C3C=CC=CC=3)=C(C3C=CC(C4(N)CCC4)=CC=3)OC=2N=C(N2CCOCC2)N=1.[OH:35][CH2:36][CH2:37][O:38][C:39]1[N:40]=[C:41]([O:72][CH3:73])[C:42]2[C:47]([C:48]3[CH:53]=[CH:52][CH:51]=[CH:50][CH:49]=3)=[C:46]([C:54]3[CH:59]=[CH:58][C:57]([C:60]4([NH:64]C(=O)OC(C)(C)C)[CH2:63][CH2:62][CH2:61]4)=[CH:56][CH:55]=3)[O:45][C:43]=2[N:44]=1, predict the reaction product. The product is: [NH2:64][C:60]1([C:57]2[CH:58]=[CH:59][C:54]([C:46]3[O:45][C:43]4[N:44]=[C:39]([O:38][CH2:37][CH2:36][OH:35])[N:40]=[C:41]([O:72][CH3:73])[C:42]=4[C:47]=3[C:48]3[CH:49]=[CH:50][CH:51]=[CH:52][CH:53]=3)=[CH:55][CH:56]=2)[CH2:61][CH2:62][CH2:63]1. (3) Given the reactants [NH:1]1[CH2:4][CH:3]([C:5]2[NH:9][N:8]=[C:7]([C:10]3[CH:15]=[CH:14][CH:13]=[C:12]([CH3:16])[N:11]=3)[N:6]=2)[CH2:2]1.[CH3:17][C:18]1[N:19]=[C:20]2[N:25]=[C:24]([C:26]3[CH:33]=[CH:32][C:29]([CH:30]=O)=[CH:28][CH:27]=3)[C:23]([C:34]3[CH:39]=[CH:38][CH:37]=[CH:36][CH:35]=3)=[CH:22][N:21]2[CH:40]=1, predict the reaction product. The product is: [CH3:17][C:18]1[N:19]=[C:20]2[N:25]=[C:24]([C:26]3[CH:27]=[CH:28][C:29]([CH2:30][N:1]4[CH2:4][CH:3]([C:5]5[N:6]=[C:7]([C:10]6[CH:15]=[CH:14][CH:13]=[C:12]([CH3:16])[N:11]=6)[NH:8][N:9]=5)[CH2:2]4)=[CH:32][CH:33]=3)[C:23]([C:34]3[CH:35]=[CH:36][CH:37]=[CH:38][CH:39]=3)=[CH:22][N:21]2[CH:40]=1. (4) Given the reactants [Si:1]([O:18][C@H:19]1[C:24](=[CH2:25])[C@@H:23]([F:26])[CH2:22]/[C:21](=[CH:27]/[C:28](OC)=[O:29])/[CH2:20]1)([C:14]([CH3:17])([CH3:16])[CH3:15])([C:8]1[CH:13]=[CH:12][CH:11]=[CH:10][CH:9]=1)[C:2]1[CH:7]=[CH:6][CH:5]=[CH:4][CH:3]=1.[H-].C([Al+]CC(C)C)C(C)C, predict the reaction product. The product is: [Si:1]([O:18][C@H:19]1[C:24](=[CH2:25])[C@@H:23]([F:26])[CH2:22]/[C:21](=[CH:27]/[CH2:28][OH:29])/[CH2:20]1)([C:14]([CH3:17])([CH3:16])[CH3:15])([C:8]1[CH:13]=[CH:12][CH:11]=[CH:10][CH:9]=1)[C:2]1[CH:3]=[CH:4][CH:5]=[CH:6][CH:7]=1. (5) Given the reactants BrN1C(C)(C)C(=O)N(Br)C1=O.[CH3:12][C:13]1[N:22]=[CH:21][C:20]2[CH2:19][CH2:18][CH:17]3[CH:23]([CH3:30])[C:24](=[O:29])[CH:25]([C:27]#[N:28])[CH2:26][C:16]3([C:31]3[CH:36]=[CH:35][CH:34]=[CH:33][CH:32]=3)[C:15]=2[N:14]=1.N1C=CC=CC=1, predict the reaction product. The product is: [CH3:12][C:13]1[N:22]=[CH:21][C:20]2[CH2:19][CH2:18][CH:17]3[CH:23]([CH3:30])[C:24](=[O:29])[C:25]([C:27]#[N:28])=[CH:26][C:16]3([C:31]3[CH:32]=[CH:33][CH:34]=[CH:35][CH:36]=3)[C:15]=2[N:14]=1.